From a dataset of Drug-target binding data from BindingDB using IC50 measurements. Regression. Given a target protein amino acid sequence and a drug SMILES string, predict the binding affinity score between them. We predict pIC50 (pIC50 = -log10(IC50 in M); higher means more potent). Dataset: bindingdb_ic50. (1) The small molecule is CCN(CC)CCCNS(=O)(=O)c1ccc(F)c(Cl)c1. The target protein sequence is MRRREGHGTDSEMGQGPVRESQSSDPPALQFRISEYKPLNMAGVEQPPSPELRQEGVTEYEDGGAPAGDGEAGPQQAEDHPQNPPEDPNQDPPEDDSTCQCQACGPHQAAGPDLGSSNDGCPQLFQERSVIVENSSGSTSASELLKPMKKRKRREYQSPSEEESEPEAMEKQEEGKDPEGQPTASTPESEEWSSSQPATGEKKECWSWESYLEEQKAITAPVSLFQDSQAVTHNKNGFKLGMKLEGIDPQHPSMYFILTVAEVCGYRLRLHFDGYSECHDFWVNANSPDIHPAGWFEKTGHKLQPPKGYKEEEFSWSQYLRSTRAQAAPKHLFVSQSHSPPPLGFQVGMKLEAVDRMNPSLVCVASVTDVVDSRFLVHFDNWDDTYDYWCDPSSPYIHPVGWCQKQGKPLTPPQDYPDPDNFCWEKYLEETGASAVPTWAFKVRPPHSFLVNMKLEAVDRRNPALIRVASVEDVEDHRIKIHFDGWSHGYDFWIDADHPD.... The pIC50 is 4.0. (2) The drug is O=C(O)c1nccc(-c2ccc(OC(F)(F)F)c(Cl)c2)n1. The target protein (O15229) has sequence MDSSVIQRKKVAVIGGGLVGSLQACFLAKRNFQIDVYEAREDTRVATFTRGRSINLALSHRGRQALKAVGLEDQIVSQGIPMRARMIHSLSGKKSAIPYGTKSQYILSVSRENLNKDLLTAAEKYPNVKMHFNHRLLKCNPEEGMITVLGSDKVPKDVTCDLIVGCDGAYSTVRSHLMKKPRFDYSQQYIPHGYMELTIPPKNGDYAMEPNYLHIWPRNTFMMIALPNMNKSFTCTLFMPFEEFEKLLTSNDVVDFFQKYFPDAIPLIGEKLLVQDFFLLPAQPMISVKCSSFHFKSHCVLLGDAAHAIVPFFGQGMNAGFEDCLVFDELMDKFSNDLSLCLPVFSRLRIPDDHAISDLSMYNYIEMRAHVNSSWFIFQKNMERFLHAIMPSTFIPLYTMVTFSRIRYHEAVQRWHWQKKVINKGLFFLGSLIAISSTYLLIHYMSPRSFLRLRRPWNWIAHFRNTTCFPAKAVDSLEQISNLISR. The pIC50 is 8.7.